From a dataset of Cav3 T-type calcium channel HTS with 100,875 compounds. Binary Classification. Given a drug SMILES string, predict its activity (active/inactive) in a high-throughput screening assay against a specified biological target. The compound is Fc1c(N(C(=O)CN2C(=O)C3(NC2=O)CCCC3)CCC#N)cccc1. The result is 0 (inactive).